Dataset: Full USPTO retrosynthesis dataset with 1.9M reactions from patents (1976-2016). Task: Predict the reactants needed to synthesize the given product. (1) Given the product [N:1]1[CH:6]=[CH:5][CH:4]=[CH:3][C:2]=1[O:7][C:8]([CH3:21])([CH2:19][CH3:20])[C:9]([OH:11])=[O:10], predict the reactants needed to synthesize it. The reactants are: [N:1]1[CH:6]=[CH:5][CH:4]=[CH:3][C:2]=1[O:7][C:8]([CH3:21])([CH2:19][CH3:20])[C:9]([O:11]CC1C=CC=CC=1)=[O:10]. (2) Given the product [Cl:15][C:16]1[CH:23]=[CH:22][CH:21]=[C:20]([Cl:24])[C:17]=1[C:18]1[NH:1][N:2]=[C:3]([C:4]2[CH:5]=[N:6][CH:7]=[CH:8][C:9]=2[C:10]([F:11])([F:12])[F:13])[N:14]=1, predict the reactants needed to synthesize it. The reactants are: [NH2:1][NH:2][C:3](=[NH:14])[C:4]1[C:9]([C:10]([F:13])([F:12])[F:11])=[CH:8][CH:7]=[N:6][CH:5]=1.[Cl:15][C:16]1[CH:23]=[CH:22][CH:21]=[C:20]([Cl:24])[C:17]=1[CH:18]=O. (3) Given the product [Cl:1][C:2]1[N:3]([CH2:10][C@@:11]([CH3:14])([OH:12])[CH2:13][N:26]2[CH2:27][CH2:28][CH:23]([C:20]3[CH:21]=[CH:22][C:17]([C:16]([F:15])([F:29])[F:30])=[CH:18][CH:19]=3)[CH2:24][CH2:25]2)[CH:4]=[C:5]([N+:7]([O-:9])=[O:8])[N:6]=1, predict the reactants needed to synthesize it. The reactants are: [Cl:1][C:2]1[N:3]([CH2:10][C@:11]2([CH3:14])[CH2:13][O:12]2)[CH:4]=[C:5]([N+:7]([O-:9])=[O:8])[N:6]=1.[F:15][C:16]([F:30])([F:29])[C:17]1[CH:22]=[CH:21][C:20]([CH:23]2[CH2:28][CH2:27][NH:26][CH2:25][CH2:24]2)=[CH:19][CH:18]=1.O. (4) Given the product [CH3:10][S:8]([C:5]1[CH:6]=[CH:7][C:2]([N:11]2[CH2:16][CH2:15][NH:14][CH2:13][CH2:12]2)=[CH:3][CH:4]=1)=[O:9], predict the reactants needed to synthesize it. The reactants are: F[C:2]1[CH:7]=[CH:6][C:5]([S:8]([CH3:10])=[O:9])=[CH:4][CH:3]=1.[NH:11]1[CH2:16][CH2:15][NH:14][CH2:13][CH2:12]1. (5) Given the product [Cl:1][C:2]1[C:7]([F:8])=[CH:6][CH:5]=[C:4]([Cl:9])[C:3]=1[C@@H:10]([O:12][S:21]([CH3:20])(=[O:23])=[O:22])[CH3:11], predict the reactants needed to synthesize it. The reactants are: [Cl:1][C:2]1[C:7]([F:8])=[CH:6][CH:5]=[C:4]([Cl:9])[C:3]=1[C@@H:10]([OH:12])[CH3:11].C(N(CC)CC)C.[CH3:20][S:21](Cl)(=[O:23])=[O:22]. (6) The reactants are: [NH:1]1[CH2:6][CH2:5][NH:4][CH2:3][CH2:2]1.[Cl:7][C:8]1[C:16]2[N:15]=[C:14]([C:17]3[CH:18]=[C:19]([C:23]4[S:27][C:26]([CH:28]=O)=[CH:25][CH:24]=4)[CH:20]=[CH:21][CH:22]=3)[NH:13][C:12]=2[CH:11]=[CH:10][CH:9]=1.C(C1SC(B(O)O)=CC=1)=O.ClC1C2[N:48]=[C:47]([C:50]3[CH:55]=[CH:54][CH:53]=C(I)C=3)NC=2C=CC=1.IC1C=C(C=CC=1)C=O. Given the product [Cl:7][C:8]1[C:16]2[N:15]=[C:14]([C:17]3[CH:22]=[CH:21][CH:20]=[C:19]([C:23]4[S:27][C:26]([CH2:28][N:1]5[CH2:6][CH2:5][N:4]([C:55]6[CH:50]=[CH:47][N:48]=[CH:53][CH:54]=6)[CH2:3][CH2:2]5)=[CH:25][CH:24]=4)[CH:18]=3)[NH:13][C:12]=2[CH:11]=[CH:10][CH:9]=1, predict the reactants needed to synthesize it. (7) Given the product [CH2:3]([C:5]1[CH:11]=[C:10]([I:1])[CH:9]=[CH:8][C:6]=1[NH2:7])[CH3:4], predict the reactants needed to synthesize it. The reactants are: [I:1]I.[CH2:3]([C:5]1[CH:11]=[CH:10][CH:9]=[CH:8][C:6]=1[NH2:7])[CH3:4].C([O-])(O)=O.[Na+].CO. (8) Given the product [CH:42]([N:1]([CH2:2][C:3]1[CH:4]=[C:5]2[C:9](=[C:10]([C:12]([F:15])([F:14])[F:13])[CH:11]=1)[C:8](=[O:16])[N:7]([CH2:17][C:18]1[CH:19]=[CH:20][C:21]([O:24][C:25]([F:28])([F:26])[F:27])=[CH:22][CH:23]=1)[CH2:6]2)[CH3:29])([CH3:44])[CH3:41], predict the reactants needed to synthesize it. The reactants are: [NH2:1][CH2:2][C:3]1[CH:4]=[C:5]2[C:9](=[C:10]([C:12]([F:15])([F:14])[F:13])[CH:11]=1)[C:8](=[O:16])[N:7]([CH2:17][C:18]1[CH:23]=[CH:22][C:21]([O:24][C:25]([F:28])([F:27])[F:26])=[CH:20][CH:19]=1)[CH2:6]2.[CH2:29]=O.[BH3-]C#N.[Na+].[O-]S([O-])(=O)=O.[Mg+2].[CH3:41][C:42]([CH3:44])=O.